This data is from Catalyst prediction with 721,799 reactions and 888 catalyst types from USPTO. The task is: Predict which catalyst facilitates the given reaction. (1) Reactant: [Cl:1][C:2]1[C:3]([F:47])=[C:4]([C@H:8]2[C@H:12]([C:13](=[O:24])[NH:14][CH2:15][CH2:16][C@H:17]3[CH2:21][O:20][C:19]([CH3:23])([CH3:22])[O:18]3)[N:11]([CH2:25][CH2:26]OS(C)(=O)=O)[C@@H:10]([CH2:32][C:33]([CH3:36])([CH3:35])[CH3:34])[C@@:9]2([C:39]2[CH:44]=[CH:43][C:42]([Cl:45])=[CH:41][C:40]=2[F:46])[C:37]#[N:38])[CH:5]=[CH:6][CH:7]=1.C([O-])([O-])=O.[Cs+].[Cs+]. Product: [Cl:1][C:2]1[C:3]([F:47])=[C:4]([CH:8]2[CH:12]3[C:13](=[O:24])[N:14]([CH2:15][CH2:16][C@H:17]4[CH2:21][O:20][C:19]([CH3:22])([CH3:23])[O:18]4)[CH2:26][CH2:25][N:11]3[CH:10]([CH2:32][C:33]([CH3:35])([CH3:34])[CH3:36])[C:9]2([C:39]2[CH:44]=[CH:43][C:42]([Cl:45])=[CH:41][C:40]=2[F:46])[C:37]#[N:38])[CH:5]=[CH:6][CH:7]=1. The catalyst class is: 9. (2) Reactant: Cl.[C:2]([O-:5])(O)=O.[Na+].[CH2:7]1[CH2:17]CN2C(=NCCC2)C[CH2:8]1.[Na+].[Cl-].[CH2:20]1[CH2:24][O:23][CH2:22][CH2:21]1. Product: [CH:24]12[O:23][CH:22]([CH2:21][CH2:20]1)[CH2:17][CH:7]([CH:2]=[O:5])[CH2:8]2. The catalyst class is: 382. (3) Reactant: N(C(OCC)=O)=NC(OCC)=O.[C:13]([C:15]1[CH:16]=[C:17]([CH:21]([OH:29])[C:22]([O:24][C:25]([CH3:28])([CH3:27])[CH3:26])=[O:23])[CH:18]=[CH:19][CH:20]=1)#[N:14].O[N:31]1[C:35](=[O:36])[C:34]2=[CH:37][CH:38]=[CH:39][CH:40]=[C:33]2[C:32]1=[O:41].C1(P(C2C=CC=CC=2)C2C=CC=CC=2)C=CC=CC=1. Product: [C:13]([C:15]1[CH:16]=[C:17]([CH:21]([O:29][N:31]2[C:35](=[O:36])[C:34]3[C:33](=[CH:40][CH:39]=[CH:38][CH:37]=3)[C:32]2=[O:41])[C:22]([O:24][C:25]([CH3:26])([CH3:28])[CH3:27])=[O:23])[CH:18]=[CH:19][CH:20]=1)#[N:14]. The catalyst class is: 1. (4) Reactant: [CH2:1]([Al](CC)CC)[CH3:2].Br[C:9]1[CH:10]=[C:11]2[CH:17]=[N:16][NH:15][C:12]2=[CH:13][N:14]=1.[NH4+].[Cl-]. Product: [CH2:1]([C:9]1[CH:10]=[C:11]2[CH:17]=[N:16][NH:15][C:12]2=[CH:13][N:14]=1)[CH3:2]. The catalyst class is: 176. (5) Product: [CH2:53]1[C:54]2[C:59](=[CH:58][CH:57]=[CH:56][CH:55]=2)[CH2:60][CH2:61][N:52]1[CH2:51][C@@H:50]([OH:62])[CH2:49][NH:48][C:18]([C:17]1[CH:21]=[CH:22][N:23]=[C:15]([NH:14][CH:11]2[CH2:10][CH2:9][N:8]([C:6]([O:5][C:1]([CH3:3])([CH3:2])[CH3:4])=[O:7])[CH2:13][CH2:12]2)[CH:16]=1)=[O:19]. Reactant: [C:1]([O:5][C:6]([N:8]1[CH2:13][CH2:12][CH:11]([NH:14][C:15]2[CH:16]=[C:17]([CH:21]=[CH:22][N:23]=2)[C:18](O)=[O:19])[CH2:10][CH2:9]1)=[O:7])([CH3:4])([CH3:3])[CH3:2].CN(C(ON1N=NC2C=CC=NC1=2)=[N+](C)C)C.F[P-](F)(F)(F)(F)F.[NH2:48][CH2:49][C@H:50]([OH:62])[CH2:51][N:52]1[CH2:61][CH2:60][C:59]2[C:54](=[CH:55][CH:56]=[CH:57][CH:58]=2)[CH2:53]1. The catalyst class is: 2.